From a dataset of Experimentally validated miRNA-target interactions with 360,000+ pairs, plus equal number of negative samples. Binary Classification. Given a miRNA mature sequence and a target amino acid sequence, predict their likelihood of interaction. The miRNA is hsa-miR-5591-5p with sequence UGGGAGCUAAGCUAUGGGUAU. The protein sequence of the target gene is MFHQIWAALLYFYGIILNSIYQCPEHSQLTTLGVDGKEFPEVHLGQWYFIAGAAPTKEELATFDPVDNIVFNMAAGSAPMQLHLRATIRMKDGLCVPRKWIYHLTEGSTDLRTEGRPDMKTELFSSSCPGGIMLNETGQGYQRFLLYNRSPHPPEKCVEEFKSLTSCLDSKAFLLTPRNQEACELSNN. Result: 1 (interaction).